This data is from Full USPTO retrosynthesis dataset with 1.9M reactions from patents (1976-2016). The task is: Predict the reactants needed to synthesize the given product. (1) Given the product [C:1]1([C:7]#[C:8][C:9]2[CH:10]=[C:11]([C:23]3[C:25]([C:27]4[CH:32]=[CH:31][CH:30]=[CH:29][CH:28]=4)=[C:33]([C:9]4[CH:10]=[CH:11][CH:12]=[CH:13][CH:14]=4)[C:34](=[O:36])[C:35]=3[C:1]3[CH:6]=[CH:5][CH:4]=[CH:3][CH:2]=3)[CH:12]=[C:13]([C:15]#[C:16][C:17]3[CH:22]=[CH:21][CH:20]=[CH:19][CH:18]=3)[CH:14]=2)[CH:6]=[CH:5][CH:4]=[CH:3][CH:2]=1, predict the reactants needed to synthesize it. The reactants are: [C:1]1([C:7]#[C:8][C:9]2[CH:10]=[C:11]([C:23]([C:25]([C:27]3[CH:32]=[CH:31][CH:30]=[CH:29][CH:28]=3)=O)=O)[CH:12]=[C:13]([C:15]#[C:16][C:17]3[CH:22]=[CH:21][CH:20]=[CH:19][CH:18]=3)[CH:14]=2)[CH:6]=[CH:5][CH:4]=[CH:3][CH:2]=1.[CH3:33][CH:34]([OH:36])[CH3:35]. (2) The reactants are: C(OC1C=CC(C(CO)CO)=CC=1)CCCCCCCCCCCCCCCCC.[H-].[H-].[H-].[H-].[Li+].[Al+3].[CH2:37]([O:55][C:56]1[CH:57]=[C:58]([CH:81]([C:86](OC)=[O:87])[C:82](OC)=[O:83])[CH:59]=[C:60]([O:62][CH2:63][CH2:64][CH2:65][CH2:66][CH2:67][CH2:68][CH2:69][CH2:70][CH2:71][CH2:72][CH2:73][CH2:74][CH2:75][CH2:76][CH2:77][CH2:78][CH2:79][CH3:80])[CH:61]=1)[CH2:38][CH2:39][CH2:40][CH2:41][CH2:42][CH2:43][CH2:44][CH2:45][CH2:46][CH2:47][CH2:48][CH2:49][CH2:50][CH2:51][CH2:52][CH2:53][CH3:54]. Given the product [CH2:37]([O:55][C:56]1[CH:57]=[C:58]([CH:81]([CH2:82][OH:83])[CH2:86][OH:87])[CH:59]=[C:60]([O:62][CH2:63][CH2:64][CH2:65][CH2:66][CH2:67][CH2:68][CH2:69][CH2:70][CH2:71][CH2:72][CH2:73][CH2:74][CH2:75][CH2:76][CH2:77][CH2:78][CH2:79][CH3:80])[CH:61]=1)[CH2:38][CH2:39][CH2:40][CH2:41][CH2:42][CH2:43][CH2:44][CH2:45][CH2:46][CH2:47][CH2:48][CH2:49][CH2:50][CH2:51][CH2:52][CH2:53][CH3:54], predict the reactants needed to synthesize it. (3) The reactants are: [F:1][C:2]1[CH:7]=[CH:6][CH:5]=[C:4]([F:8])[C:3]=1[C:9]1[S:10][CH:11]=[C:12]([C:14]([OH:16])=O)[N:13]=1.[NH2:17][C:18]1[C:19]([N:27]2[CH2:32][CH2:31][CH2:30][C@H:29]([NH:33]C(=O)OC(C)(C)C)[CH2:28]2)=[C:20]2[CH2:26][CH2:25][O:24][C:21]2=[N:22][CH:23]=1.CN(C(ON1N=NC2C=CC=NC1=2)=[N+](C)C)C.F[P-](F)(F)(F)(F)F.CCN(C(C)C)C(C)C. Given the product [NH2:33][C@H:29]1[CH2:30][CH2:31][CH2:32][N:27]([C:19]2[C:18]([NH:17][C:14]([C:12]3[N:13]=[C:9]([C:3]4[C:4]([F:8])=[CH:5][CH:6]=[CH:7][C:2]=4[F:1])[S:10][CH:11]=3)=[O:16])=[CH:23][N:22]=[C:21]3[O:24][CH2:25][CH2:26][C:20]=23)[CH2:28]1, predict the reactants needed to synthesize it. (4) Given the product [OH:9][CH:10]1[CH2:14][CH2:13][C:12](=[N:7][OH:8])[C:11]1([CH3:17])[CH3:16], predict the reactants needed to synthesize it. The reactants are: C([O-])(=O)C.[Na+].Cl.[NH2:7][OH:8].[OH:9][CH:10]1[CH2:14][CH2:13][C:12](=O)[C:11]1([CH3:17])[CH3:16].Cl. (5) Given the product [CH2:1]([N:8]1[CH2:9][CH:10]2[CH2:19][S:25][CH2:13][CH:11]2[CH2:12]1)[C:2]1[CH:3]=[CH:4][CH:5]=[CH:6][CH:7]=1, predict the reactants needed to synthesize it. The reactants are: [CH2:1]([N:8]1[CH2:12][CH:11]([CH2:13]OS(C)(=O)=O)[CH:10]([CH2:19]OS(C)(=O)=O)[CH2:9]1)[C:2]1[CH:7]=[CH:6][CH:5]=[CH:4][CH:3]=1.[S-2:25].[Na+].[Na+].CCCCCCCC(C([NH3+])(C(CCCCCCC)=O)C(CCCCCCC)=O)=O.[Cl-].C1(C)C=CC=CC=1. (6) Given the product [Cl:1][C:2]1[CH:3]=[C:4]([C:21]2[CH:26]=[CH:25][CH:24]=[C:23]([O:27][CH3:28])[CH:22]=2)[C:5]2[O:10][CH:9]([C:11]([F:14])([F:13])[F:12])[C:8]([C:15]([OH:17])=[O:16])=[CH:7][C:6]=2[CH:20]=1, predict the reactants needed to synthesize it. The reactants are: [Cl:1][C:2]1[CH:3]=[C:4]([C:21]2[CH:26]=[CH:25][CH:24]=[C:23]([O:27][CH3:28])[CH:22]=2)[C:5]2[O:10][CH:9]([C:11]([F:14])([F:13])[F:12])[C:8]([C:15]([O:17]CC)=[O:16])=[CH:7][C:6]=2[CH:20]=1.[OH-].[Na+].